From a dataset of Forward reaction prediction with 1.9M reactions from USPTO patents (1976-2016). Predict the product of the given reaction. (1) Given the reactants [N+:1]([C:4]1[CH:5]=[C:6]2[C:10](=[CH:11][CH:12]=1)[NH:9][CH:8]=[CH:7]2)([O-:3])=[O:2].Br[CH2:14][C:15]1[CH:20]=[CH:19][CH:18]=[C:17]([O:21][C:22]([F:25])([F:24])[F:23])[CH:16]=1.C(=O)([O-])[O-].[K+].[K+], predict the reaction product. The product is: [N+:1]([C:4]1[CH:5]=[C:6]2[C:10](=[CH:11][CH:12]=1)[N:9]([CH2:14][C:15]1[CH:20]=[CH:19][CH:18]=[C:17]([O:21][C:22]([F:23])([F:24])[F:25])[CH:16]=1)[CH:8]=[CH:7]2)([O-:3])=[O:2]. (2) Given the reactants [Cl:1][C:2]1[CH:3]=[C:4]([CH:9]([OH:23])[C@@H:10]2[CH2:15][CH2:14][CH2:13][CH2:12][N:11]2[C:16]([O:18][C:19]([CH3:22])([CH3:21])[CH3:20])=[O:17])[CH:5]=[CH:6][C:7]=1[Cl:8].[C:24](=O)([O-:26])N.C(N(CC)CC)C.[NH2:35][C:36]1[CH:37]=[C:38]2[C:42](=[CH:43][CH:44]=1)[N:41]([C:45]([O:47][C:48]([CH3:51])([CH3:50])[CH3:49])=[O:46])[N:40]=[CH:39]2, predict the reaction product. The product is: [Cl:1][C:2]1[CH:3]=[C:4]([C@H:9]([O:23][C:24](=[O:26])[NH:35][C:36]2[CH:37]=[C:38]3[C:42](=[CH:43][CH:44]=2)[N:41]([C:45]([O:47][C:48]([CH3:51])([CH3:50])[CH3:49])=[O:46])[N:40]=[CH:39]3)[C@@H:10]2[CH2:15][CH2:14][CH2:13][CH2:12][N:11]2[C:16]([O:18][C:19]([CH3:20])([CH3:22])[CH3:21])=[O:17])[CH:5]=[CH:6][C:7]=1[Cl:8]. (3) Given the reactants [F:1][C:2]([F:29])([F:28])[C:3]1[C:12]([O:13][C:14]2[CH:19]=[CH:18][C:17]([O:20][C:21]([F:24])([F:23])[F:22])=[CH:16][CH:15]=2)=[CH:11][CH:10]=[C:9]2[C:4]=1[C:5]([OH:27])=[C:6]([CH3:26])[C:7]([CH3:25])=[N:8]2.[H-].[Na+].[CH:32]1([C:35](Cl)=[O:36])[CH2:34][CH2:33]1.O, predict the reaction product. The product is: [CH:32]1([C:35]([O:27][C:5]2[C:4]3[C:9](=[CH:10][CH:11]=[C:12]([O:13][C:14]4[CH:19]=[CH:18][C:17]([O:20][C:21]([F:23])([F:22])[F:24])=[CH:16][CH:15]=4)[C:3]=3[C:2]([F:28])([F:1])[F:29])[N:8]=[C:7]([CH3:25])[C:6]=2[CH3:26])=[O:36])[CH2:34][CH2:33]1. (4) Given the reactants [OH:1][CH2:2][C@@H:3]1[N:7]([CH2:8][C@@H:9]2[CH2:11][O:10]2)[C:6](=[O:12])[CH2:5][CH2:4]1.Cl, predict the reaction product. The product is: [OH:10][CH2:11][C@@H:9]1[O:1][CH2:2][C@H:3]2[CH2:4][CH2:5][C:6](=[O:12])[N:7]2[CH2:8]1. (5) The product is: [S:6]1[CH:7]=[C:3]([CH2:2][O:8][C:9]2[CH:10]=[CH:11][C:12]([CH2:15][C:16](=[O:18])[CH3:17])=[CH:13][CH:14]=2)[N:4]=[CH:5]1. Given the reactants Cl[CH2:2][C:3]1[N:4]=[CH:5][S:6][CH:7]=1.[OH:8][C:9]1[CH:14]=[CH:13][C:12]([CH2:15][C:16](=[O:18])[CH3:17])=[CH:11][CH:10]=1, predict the reaction product. (6) Given the reactants [Cl:1][C:2]1[C:3]([O:29][C:30]2[CH:31]=[C:32]([C:38]3[CH:43]=[CH:42][CH:41]=[CH:40][C:39]=3[F:44])[C:33]([Cl:37])=[CH:34][C:35]=2I)=[CH:4][C:5]([F:28])=[C:6]([S:8]([N:11]([CH2:17][C:18]2[CH:23]=[CH:22][C:21]([O:24][CH3:25])=[CH:20][C:19]=2[O:26][CH3:27])[C:12]2[S:13][CH:14]=[N:15][N:16]=2)(=[O:10])=[O:9])[CH:7]=1.C([Sn](CCCC)(CCCC)[C:50]1[CH:55]=[CH:54][N:53]=[N:52][CH:51]=1)CCC.[F-].[Cs+].C(#N)C, predict the reaction product. The product is: [Cl:1][C:2]1[C:3]([O:29][C:30]2[CH:31]=[C:32]([C:38]3[CH:43]=[CH:42][CH:41]=[CH:40][C:39]=3[F:44])[C:33]([Cl:37])=[CH:34][C:35]=2[C:50]2[CH:55]=[CH:54][N:53]=[N:52][CH:51]=2)=[CH:4][C:5]([F:28])=[C:6]([S:8]([N:11]([CH2:17][C:18]2[CH:23]=[CH:22][C:21]([O:24][CH3:25])=[CH:20][C:19]=2[O:26][CH3:27])[C:12]2[S:13][CH:14]=[N:15][N:16]=2)(=[O:10])=[O:9])[CH:7]=1. (7) Given the reactants [O:1]1[CH2:6][CH2:5][CH:4]([C:7]([OH:9])=[O:8])[CH2:3][CH2:2]1.CCN=C=NCCCN(C)C.[C:21]([NH:28]O)([O:23][C:24]([CH3:27])([CH3:26])[CH3:25])=[O:22], predict the reaction product. The product is: [O:1]1[CH2:6][CH2:5][CH:4]([C:7]([O:9][NH:28][C:21]([O:23][C:24]([CH3:27])([CH3:26])[CH3:25])=[O:22])=[O:8])[CH2:3][CH2:2]1.